From a dataset of Reaction yield outcomes from USPTO patents with 853,638 reactions. Predict the reaction yield, written as a fraction of the theoretical maximum amount of product (1.0 means a 100% yield; for example, 0.34 means a 34% yield). (1) The reactants are [CH3:1][O:2][CH2:3][C:4]1[N:8]([CH3:9])[N:7]=[C:6]([NH:10][C:11]2[C:16](=[O:17])[N:15]([CH3:18])[CH:14]=[C:13]([C:19]3[C:24]([CH:25]=[O:26])=[C:23]([N:27]4[CH2:39][CH2:38][C:37]5[N:36]6[C:31]([CH2:32][CH2:33][CH2:34][CH2:35]6)=[CH:30][C:29]=5[C:28]4=[O:40])[N:22]=[CH:21][CH:20]=3)[CH:12]=2)[CH:5]=1.[BH4-].[Na+]. The catalyst is CO. The product is [OH:26][CH2:25][C:24]1[C:23]([N:27]2[CH2:39][CH2:38][C:37]3[N:36]4[C:31]([CH2:32][CH2:33][CH2:34][CH2:35]4)=[CH:30][C:29]=3[C:28]2=[O:40])=[N:22][CH:21]=[CH:20][C:19]=1[C:13]1[CH:12]=[C:11]([NH:10][C:6]2[CH:5]=[C:4]([CH2:3][O:2][CH3:1])[N:8]([CH3:9])[N:7]=2)[C:16](=[O:17])[N:15]([CH3:18])[CH:14]=1. The yield is 0.410. (2) The reactants are [F:1][C:2]1[CH:3]=[C:4]2[C:8](=[CH:9][CH:10]=1)[NH:7][C:6]([CH:11]=[O:12])=[CH:5]2.CO.C1(C)C=CC(S([CH2:24][N+:25]#[C-:26])(=O)=O)=CC=1.C(=O)([O-])[O-].[K+].[K+]. The catalyst is CCCCCC. The product is [F:1][C:2]1[CH:3]=[C:4]2[C:8](=[CH:9][CH:10]=1)[NH:7][C:6]([C:11]1[O:12][CH:26]=[N:25][CH:24]=1)=[CH:5]2. The yield is 0.720.